This data is from Reaction yield outcomes from USPTO patents with 853,638 reactions. The task is: Predict the reaction yield, written as a fraction of the theoretical maximum amount of product (1.0 means a 100% yield; for example, 0.34 means a 34% yield). The reactants are Cl[C:2]1[CH:7]=[CH:6][C:5]([C@H:8]2[CH2:12][CH2:11][C@H:10]([C:13]3[CH:18]=[CH:17][C:16]([Cl:19])=[C:15]([N+:20]([O-:22])=[O:21])[CH:14]=3)[N:9]2[C:23]2[CH:28]=[C:27]([F:29])[C:26]([N:30]3[CH2:35][CH2:34][CH:33]([C:36]4[CH:41]=[CH:40][CH:39]=[CH:38][CH:37]=4)[CH2:32][CH2:31]3)=[C:25]([F:42])[CH:24]=2)=[CH:4][C:3]=1[N+:43]([O-:45])=[O:44].[C:46]([C@@H:49]1[CH2:53][CH2:52][CH2:51][N:50]1[C:54](=[O:64])[C@@H:55]([NH:59][C:60](=[O:63])[O:61][CH3:62])[CH:56]([CH3:58])[CH3:57])(=[O:48])[NH2:47].C(=O)([O-])[O-].[Cs+].[Cs+].CC1(C)C2C(=C(P(C3C=CC=CC=3)C3C=CC=CC=3)C=CC=2)OC2C(P(C3C=CC=CC=3)C3C=CC=CC=3)=CC=CC1=2. The catalyst is O1CCOCC1.C1C=CC(/C=C/C(/C=C/C2C=CC=CC=2)=O)=CC=1.C1C=CC(/C=C/C(/C=C/C2C=CC=CC=2)=O)=CC=1.C1C=CC(/C=C/C(/C=C/C2C=CC=CC=2)=O)=CC=1.[Pd].[Pd]. The product is [Cl:19][C:16]1[CH:17]=[CH:18][C:13]([C@@H:10]2[N:9]([C:23]3[CH:24]=[C:25]([F:42])[C:26]([N:30]4[CH2:35][CH2:34][CH:33]([C:36]5[CH:37]=[CH:38][CH:39]=[CH:40][CH:41]=5)[CH2:32][CH2:31]4)=[C:27]([F:29])[CH:28]=3)[C@@H:8]([C:5]3[CH:6]=[CH:7][C:2]([NH:47][C:46]([C@@H:49]4[CH2:53][CH2:52][CH2:51][N:50]4[C:54](=[O:64])[C@@H:55]([NH:59][C:60](=[O:63])[O:61][CH3:62])[CH:56]([CH3:58])[CH3:57])=[O:48])=[C:3]([N+:43]([O-:45])=[O:44])[CH:4]=3)[CH2:12][CH2:11]2)=[CH:14][C:15]=1[N+:20]([O-:22])=[O:21]. The yield is 0.430.